Dataset: Merck oncology drug combination screen with 23,052 pairs across 39 cell lines. Task: Regression. Given two drug SMILES strings and cell line genomic features, predict the synergy score measuring deviation from expected non-interaction effect. Drug 2: O=C(NOCC(O)CO)c1ccc(F)c(F)c1Nc1ccc(I)cc1F. Synergy scores: synergy=26.4. Drug 1: CN(C)C(=N)N=C(N)N. Cell line: A2058.